From a dataset of Retrosynthesis with 50K atom-mapped reactions and 10 reaction types from USPTO. Predict the reactants needed to synthesize the given product. (1) The reactants are: C=CC1(C(=O)OCC)COC(CF)(CF)OC1. Given the product C=CC1(C(=O)O)COC(CF)(CF)OC1, predict the reactants needed to synthesize it. (2) Given the product COC(=O)c1nn(-c2cccc(C#C[C@@](C)(O)c3ncccn3)c2)c2ccccc12, predict the reactants needed to synthesize it. The reactants are: C#C[C@@](C)(O)c1ncccn1.COC(=O)c1nn(-c2cccc(Br)c2)c2ccccc12. (3) Given the product CCC1=CC(CC)(C(=O)C(=O)O)CC(CC)=C1, predict the reactants needed to synthesize it. The reactants are: CCOC(=O)C(=O)C1(CC)C=C(CC)C=C(CC)C1. (4) Given the product COc1ccc(CCNC(=O)CCCCC(=O)NCCc2ccccc2)cc1NS(C)(=O)=O, predict the reactants needed to synthesize it. The reactants are: COc1ccc(CCN)cc1NS(C)(=O)=O.O=C(O)CCCCC(=O)NCCc1ccccc1. (5) Given the product COc1ccccc1N1CCN(C(=O)CCCCCN2CC=C(c3c[nH]c4cc(F)ccc34)CC2)CC1, predict the reactants needed to synthesize it. The reactants are: COc1ccccc1N1CCN(C(=O)CCCCCBr)CC1.Fc1ccc2c(C3=CCNCC3)c[nH]c2c1. (6) Given the product COC(=O)[C@H](Cc1ccc(O)cc1)NC(=O)[C@H](C)NC(=O)Cc1cc(F)cc(F)c1, predict the reactants needed to synthesize it. The reactants are: COC(=O)[C@@H](N)Cc1ccc(O)cc1.C[C@H](NC(=O)Cc1cc(F)cc(F)c1)C(=O)O. (7) Given the product O=C(O)c1cccn(Cc2ccc(Br)cc2)c1=O, predict the reactants needed to synthesize it. The reactants are: COC(=O)c1cccn(Cc2ccc(Br)cc2)c1=O. (8) Given the product COc1cccc(F)c1CNc1cccc(-c2c(Cc3ccccc3)cnc3c(C(F)(F)F)cccc23)c1, predict the reactants needed to synthesize it. The reactants are: COc1cccc(F)c1C=O.Nc1cccc(-c2c(Cc3ccccc3)cnc3c(C(F)(F)F)cccc23)c1. (9) Given the product CCOC(=O)c1[nH]c2c(Br)cccc2c1Cc1ccccc1, predict the reactants needed to synthesize it. The reactants are: CCOC(=O)c1[nH]c2c(Br)cccc2c1C(=O)c1ccccc1.